This data is from Catalyst prediction with 721,799 reactions and 888 catalyst types from USPTO. The task is: Predict which catalyst facilitates the given reaction. (1) Reactant: Cl[C:2]1[CH:7]=[CH:6][C:5]([O:8][CH2:9][CH:10]2[CH2:15][CH2:14][N:13]([CH2:16][C:17]([F:20])([CH3:19])[CH3:18])[CH2:12][CH2:11]2)=[CH:4][N:3]=1.[CH2:21]([O:23][C:24]([C:26]1[CH:31]=[CH:30][C:29](B(O)O)=[CH:28][C:27]=1[F:35])=[O:25])[CH3:22].C([O-])([O-])=O.[Na+].[Na+]. Product: [F:35][C:27]1[CH:28]=[C:29]([C:2]2[CH:7]=[CH:6][C:5]([O:8][CH2:9][CH:10]3[CH2:15][CH2:14][N:13]([CH2:16][C:17]([F:20])([CH3:19])[CH3:18])[CH2:12][CH2:11]3)=[CH:4][N:3]=2)[CH:30]=[CH:31][C:26]=1[C:24]([O:23][CH2:21][CH3:22])=[O:25]. The catalyst class is: 622. (2) Reactant: [CH2:1]([O:8][C:9]1[CH:10]=[CH:11][C:12]2[O:16][C:15]([CH:17]=[O:18])=[C:14]([CH3:19])[C:13]=2[CH:20]=1)[C:2]1[CH:7]=[CH:6][CH:5]=[CH:4][CH:3]=1.[CH2:21]([Mg]Br)[CH:22]([CH3:24])[CH3:23]. Product: [CH2:1]([O:8][C:9]1[CH:10]=[CH:11][C:12]2[O:16][C:15]([CH:17]([OH:18])[CH2:21][CH:22]([CH3:24])[CH3:23])=[C:14]([CH3:19])[C:13]=2[CH:20]=1)[C:2]1[CH:3]=[CH:4][CH:5]=[CH:6][CH:7]=1. The catalyst class is: 7. (3) Reactant: [Cl:1][C:2]1[CH:7]=[CH:6][C:5]([CH:8]([OH:33])[CH2:9][NH:10][CH2:11][C:12]2[CH:17]=[C:16]([C:18]([F:21])([F:20])[F:19])[CH:15]=[CH:14][C:13]=2[C:22]2[CH:27]=[C:26]([CH:28]([CH3:30])[CH3:29])[CH:25]=[CH:24][C:23]=2[O:31][CH3:32])=[CH:4][CH:3]=1.[C:34](O[C:34]([O:36][CH2:37][C:38]1[CH:43]=[CH:42][CH:41]=[CH:40][CH:39]=1)=[O:35])([O:36][CH2:37][C:38]1[CH:43]=[CH:42][CH:41]=[CH:40][CH:39]=1)=[O:35].O. Product: [Cl:1][C:2]1[CH:7]=[CH:6][C:5]([CH:8]([OH:33])[CH2:9][N:10]([CH2:11][C:12]2[CH:17]=[C:16]([C:18]([F:19])([F:21])[F:20])[CH:15]=[CH:14][C:13]=2[C:22]2[CH:27]=[C:26]([CH:28]([CH3:29])[CH3:30])[CH:25]=[CH:24][C:23]=2[O:31][CH3:32])[C:34](=[O:35])[O:36][CH2:37][C:38]2[CH:43]=[CH:42][CH:41]=[CH:40][CH:39]=2)=[CH:4][CH:3]=1. The catalyst class is: 2.